Predict the reaction yield, written as a fraction of the theoretical maximum amount of product (1.0 means a 100% yield; for example, 0.34 means a 34% yield). From a dataset of Reaction yield outcomes from USPTO patents with 853,638 reactions. (1) The reactants are Cl[C:2]1[C:3](=[O:15])[N:4](C2CCCCO2)[N:5]=[CH:6][C:7]=1Cl.[CH:16]1[C:25]2[CH:24]=[CH:23][CH:22]=[C:21]([OH:26])[C:20]=2[CH:19]=[CH:18][N:17]=1.C[O:28][C:29](=[O:38])[CH:30](Br)[CH2:31][CH:32]1[CH2:36][CH2:35][CH2:34][CH2:33]1. No catalyst specified. The product is [CH:32]1([CH2:31][CH:30]([N:4]2[C:3](=[O:15])[CH:2]=[C:7]([O:26][C:21]3[CH:22]=[CH:23][CH:24]=[C:25]4[C:20]=3[CH:19]=[CH:18][N:17]=[CH:16]4)[CH:6]=[N:5]2)[C:29]([OH:28])=[O:38])[CH2:36][CH2:35][CH2:34][CH2:33]1. The yield is 0.730. (2) The reactants are [F:1][C:2]1[C:10]([C:11]2[C:15]3[C:16]([NH2:20])=[N:17][CH:18]=[CH:19][C:14]=3[O:13][CH:12]=2)=[CH:9][CH:8]=[C:7]2[C:3]=1[CH2:4][CH2:5][NH:6]2.[F:21][C:22]1[CH:27]=[CH:26][C:25]([F:28])=[CH:24][C:23]=1[CH2:29][C:30](O)=[O:31].CN(C(ON1N=NC2C=CC=NC1=2)=[N+](C)C)C.F[P-](F)(F)(F)(F)F.CCN(C(C)C)C(C)C. The catalyst is CN(C)C=O. The product is [F:21][C:22]1[CH:27]=[CH:26][C:25]([F:28])=[CH:24][C:23]=1[CH2:29][C:30]([N:6]1[C:7]2[C:3](=[C:2]([F:1])[C:10]([C:11]3[C:15]4[C:16]([NH2:20])=[N:17][CH:18]=[CH:19][C:14]=4[O:13][CH:12]=3)=[CH:9][CH:8]=2)[CH2:4][CH2:5]1)=[O:31]. The yield is 0.840. (3) The reactants are [CH3:1][O:2][C:3]([C:5]1[CH:10]=[N:9][C:8](Br)=[C:7]([O:12][CH2:13][CH:14]2[CH2:16][CH2:15]2)[N:6]=1)=[O:4].[O-]P([O-])([O-])=O.[K+].[K+].[K+].[CH:25]1(B(O)O)[CH2:27][CH2:26]1.C1(P(C2CCCCC2)C2CCCCC2)CCCCC1. The catalyst is C1(C)C=CC=CC=1.C([O-])(=O)C.[Pd+2].C([O-])(=O)C. The product is [CH3:1][O:2][C:3]([C:5]1[CH:10]=[N:9][C:8]([CH:25]2[CH2:27][CH2:26]2)=[C:7]([O:12][CH2:13][CH:14]2[CH2:16][CH2:15]2)[N:6]=1)=[O:4]. The yield is 0.601. (4) The reactants are [CH3:1][C:2]1[C:6]2[C:7](=[O:18])[N:8]([CH2:11][CH2:12][N:13]3[CH2:17][CH2:16][CH2:15][CH2:14]3)[CH2:9][CH2:10][C:5]=2[NH:4][C:3]=1[CH:19]=O.[NH:21]1[CH2:26][CH2:25][CH:24]([C:27]2[CH:35]=[CH:34][CH:33]=[C:32]3[C:28]=2[CH2:29][C:30](=[O:36])[NH:31]3)[CH2:23][CH2:22]1. No catalyst specified. The product is [CH3:1][C:2]1[C:6]2[C:7](=[O:18])[N:8]([CH2:11][CH2:12][N:13]3[CH2:14][CH2:15][CH2:16][CH2:17]3)[CH2:9][CH2:10][C:5]=2[NH:4][C:3]=1[CH:19]=[C:29]1[C:28]2[C:32](=[CH:33][CH:34]=[CH:35][C:27]=2[CH:24]2[CH2:23][CH2:22][NH:21][CH2:26][CH2:25]2)[NH:31][C:30]1=[O:36]. The yield is 0.302.